Dataset: Reaction yield outcomes from USPTO patents with 853,638 reactions. Task: Predict the reaction yield, written as a fraction of the theoretical maximum amount of product (1.0 means a 100% yield; for example, 0.34 means a 34% yield). (1) The reactants are [S:1]1[CH:5]=[CH:4][CH:3]=[C:2]1[CH2:6][NH2:7].[Cl:8][C:9]1[CH:14]=[CH:13][C:12]([C:15]2([C:20](Cl)=[O:21])[CH2:19][CH2:18][CH2:17][CH2:16]2)=[CH:11][CH:10]=1.C(O)C(N)(CO)CO. The catalyst is C(Cl)Cl. The product is [S:1]1[CH:5]=[CH:4][CH:3]=[C:2]1[CH2:6][NH:7][C:20]([C:15]1([C:12]2[CH:11]=[CH:10][C:9]([Cl:8])=[CH:14][CH:13]=2)[CH2:16][CH2:17][CH2:18][CH2:19]1)=[O:21]. The yield is 0.360. (2) The reactants are [Br:1][C:2]1[CH:3]=[CH:4][C:5]([F:18])=[C:6]([C@:8]2([CH:15]([F:17])[F:16])[CH2:13][CH2:12][O:11][C:10]([NH2:14])=[N:9]2)[CH:7]=1.Cl[C:20]([C:37]1[CH:42]=[CH:41][CH:40]=[CH:39][CH:38]=1)([C:29]1[CH:34]=[CH:33][C:32]([O:35][CH3:36])=[CH:31][CH:30]=1)[C:21]1[CH:26]=[CH:25][C:24]([O:27][CH3:28])=[CH:23][CH:22]=1.C(OCC)(=O)C.CCCCCCC. The catalyst is ClCCl. The product is [CH3:36][O:35][C:32]1[CH:31]=[CH:30][C:29]([C:20]([C:21]2[CH:22]=[CH:23][C:24]([O:27][CH3:28])=[CH:25][CH:26]=2)([C:37]2[CH:42]=[CH:41][CH:40]=[CH:39][CH:38]=2)[NH:14][C:10]2[O:11][CH2:12][CH2:13][C@:8]([C:6]3[CH:7]=[C:2]([Br:1])[CH:3]=[CH:4][C:5]=3[F:18])([CH:15]([F:16])[F:17])[N:9]=2)=[CH:34][CH:33]=1. The yield is 0.956. (3) The reactants are [NH2:1][C:2]1[N:6]([C:7]2[CH:12]=[CH:11][CH:10]=[CH:9][CH:8]=2)[NH:5][C:4](=O)[C:3]=1[CH3:14].P(Br)(Br)([Br:17])=O. The catalyst is C(#N)C. The product is [Br:17][C:4]1[C:3]([CH3:14])=[C:2]([NH2:1])[N:6]([C:7]2[CH:12]=[CH:11][CH:10]=[CH:9][CH:8]=2)[N:5]=1. The yield is 0.130. (4) The reactants are [N+:1]([O-:4])(O)=[O:2].[C:5]([C:8]1[CH:29]=[CH:28][C:11]([O:12][CH2:13][C:14]2([NH:17][C:18]([O:20][CH2:21][C:22]3[CH:27]=[CH:26][CH:25]=[CH:24][CH:23]=3)=[O:19])[CH2:16][CH2:15]2)=[C:10]([O:30][CH3:31])[CH:9]=1)(=[O:7])[CH3:6]. The catalyst is CC(OC(C)=O)=O. The product is [C:5]([C:8]1[C:29]([N+:1]([O-:4])=[O:2])=[CH:28][C:11]([O:12][CH2:13][C:14]2([NH:17][C:18]([O:20][CH2:21][C:22]3[CH:27]=[CH:26][CH:25]=[CH:24][CH:23]=3)=[O:19])[CH2:16][CH2:15]2)=[C:10]([O:30][CH3:31])[CH:9]=1)(=[O:7])[CH3:6]. The yield is 0.560. (5) The reactants are [CH:1]([N:14]1[CH2:19][C@@H:18]2[CH2:20][C@H:15]1[CH2:16][N:17]2[C:21]1[N:26]=[CH:25][C:24]([C:27](OCC)=[O:28])=[CH:23][N:22]=1)([C:8]1[CH:13]=[CH:12][CH:11]=[CH:10][CH:9]=1)[C:2]1[CH:7]=[CH:6][CH:5]=[CH:4][CH:3]=1.[OH-:32].[K+].[NH2:34]O.CO. The catalyst is C1COCC1. The product is [CH:1]([N:14]1[CH2:19][C@@H:18]2[CH2:20][C@H:15]1[CH2:16][N:17]2[C:21]1[N:26]=[CH:25][C:24]([C:27]([NH:34][OH:32])=[O:28])=[CH:23][N:22]=1)([C:2]1[CH:7]=[CH:6][CH:5]=[CH:4][CH:3]=1)[C:8]1[CH:9]=[CH:10][CH:11]=[CH:12][CH:13]=1. The yield is 0.790.